Task: Predict the reactants needed to synthesize the given product.. Dataset: Full USPTO retrosynthesis dataset with 1.9M reactions from patents (1976-2016) (1) Given the product [NH2:13][C:2]1[N:1]=[C:6]2[C:5]([NH:4][CH:8]=[N:7]2)=[CH:10][N:9]=1, predict the reactants needed to synthesize it. The reactants are: [N-:1]=[C:2]=S.[NH2:4][C:5]1[CH:6]=[N:7][CH:8]=[N:9][CH:10]=1.CC(C)[N:13]=C=NC(C)C. (2) The reactants are: FC(F)(F)S(O[C:7]1[C:12]([C:13](=[O:15])[CH3:14])=[CH:11][C:10]([Cl:16])=[C:9]([CH3:17])[C:8]=1[C:18]#[N:19])(=O)=O.[F:22][C:23]1[CH:24]=[C:25](B(O)O)[CH:26]=[CH:27][CH:28]=1.N#N. Given the product [C:13]([C:12]1[CH:11]=[C:10]([Cl:16])[C:9]([CH3:17])=[C:8]([C:18]#[N:19])[C:7]=1[C:27]1[CH:26]=[CH:25][CH:24]=[C:23]([F:22])[CH:28]=1)(=[O:15])[CH3:14], predict the reactants needed to synthesize it.